Task: Binary Classification. Given a T-cell receptor sequence (or CDR3 region) and an epitope sequence, predict whether binding occurs between them.. Dataset: TCR-epitope binding with 47,182 pairs between 192 epitopes and 23,139 TCRs (1) The epitope is PROT_97E67BCC. The TCR CDR3 sequence is CASGGWNQPQHF. Result: 0 (the TCR does not bind to the epitope). (2) The epitope is KPLEFGATSAAL. The TCR CDR3 sequence is CASSDYRDGETQYF. Result: 1 (the TCR binds to the epitope). (3) The epitope is KLVALGINAV. The TCR CDR3 sequence is CASSTDRAAQPQHF. Result: 0 (the TCR does not bind to the epitope). (4) The epitope is PROT_97E67BCC. The TCR CDR3 sequence is CASSARTSGGGDTQYF. Result: 1 (the TCR binds to the epitope). (5) The epitope is RLQSLQTYV. The TCR CDR3 sequence is CSALTPALAGGVPETQYF. Result: 1 (the TCR binds to the epitope). (6) The epitope is KAYNVTQAF. The TCR CDR3 sequence is CASSQDAYNEQFF. Result: 1 (the TCR binds to the epitope). (7) The epitope is ELAGIGILTV. The TCR CDR3 sequence is CASSLDGGGGNTIYF. Result: 1 (the TCR binds to the epitope).